Dataset: Forward reaction prediction with 1.9M reactions from USPTO patents (1976-2016). Task: Predict the product of the given reaction. Given the reactants [H-].[Na+].[C:3]([N:10]1[CH2:15][CH2:14][C:13]([CH2:22][NH:23][S:24]([CH3:27])(=[O:26])=[O:25])([CH:16]2[CH2:21][CH2:20][CH2:19][CH2:18][CH2:17]2)[CH2:12][CH2:11]1)([O:5][C:6]([CH3:9])([CH3:8])[CH3:7])=[O:4].[CH3:28]I, predict the reaction product. The product is: [CH3:28][N:23]([CH2:22][C:13]1([CH:16]2[CH2:17][CH2:18][CH2:19][CH2:20][CH2:21]2)[CH2:12][CH2:11][N:10]([C:3]([O:5][C:6]([CH3:9])([CH3:8])[CH3:7])=[O:4])[CH2:15][CH2:14]1)[S:24]([CH3:27])(=[O:26])=[O:25].